Dataset: Reaction yield outcomes from USPTO patents with 853,638 reactions. Task: Predict the reaction yield, written as a fraction of the theoretical maximum amount of product (1.0 means a 100% yield; for example, 0.34 means a 34% yield). (1) The reactants are [F:1][C:2]1[CH:7]=[CH:6][C:5]([C:8](=[O:15])[CH2:9][CH2:10][CH2:11][C:12]([O-:14])=[O:13])=[CH:4][CH:3]=1.[CH2:16]([OH:19])[CH2:17]O.[C:20]1(C)C=CC=CC=1. The catalyst is O.C1(C)C=CC(S(O)(=O)=O)=CC=1. The product is [F:1][C:2]1[CH:3]=[CH:4][C:5]([C:8]2([CH2:9][CH2:10][CH2:11][C:12]([O:14][CH3:20])=[O:13])[O:19][CH2:16][CH2:17][O:15]2)=[CH:6][CH:7]=1. The yield is 0.910. (2) The reactants are COC1C=CC(C[N:8](CC2C=CC(OC)=CC=2)[C:9]2[N:14]=[C:13]([C:15]3[C:16]([NH:32][C:33]4[CH:34]=[N:35][C:36]([O:39][CH3:40])=[N:37][CH:38]=4)=[N:17][CH:18]=[C:19]([CH2:21][N:22]4[CH2:27][CH2:26][N:25]([S:28]([CH3:31])(=[O:30])=[O:29])[CH2:24][CH2:23]4)[CH:20]=3)[N:12]=[C:11]([CH3:41])[N:10]=2)=CC=1.FC(F)(F)C(O)=O. The catalyst is FC(F)(F)S(O)(=O)=O. The product is [CH3:40][O:39][C:36]1[N:35]=[CH:34][C:33]([NH:32][C:16]2[C:15]([C:13]3[N:12]=[C:11]([CH3:41])[N:10]=[C:9]([NH2:8])[N:14]=3)=[CH:20][C:19]([CH2:21][N:22]3[CH2:23][CH2:24][N:25]([S:28]([CH3:31])(=[O:30])=[O:29])[CH2:26][CH2:27]3)=[CH:18][N:17]=2)=[CH:38][N:37]=1. The yield is 0.323. (3) The reactants are [NH2:1][C:2]1[C:6]([C:7]([O:9][CH2:10][CH:11]=[CH2:12])=[O:8])=[C:5]([NH2:13])[NH:4][N:3]=1.C([O-])([O-])=O.[Cs+].[Cs+].[C:20](OC)(=[O:23])[C:21]#[CH:22]. The catalyst is CCO. The product is [NH2:13][C:5]1[C:6]([C:7]([O:9][CH2:10][CH:11]=[CH2:12])=[O:8])=[C:2]2[NH:1][C:20](=[O:23])[CH:21]=[CH:22][N:3]2[N:4]=1. The yield is 0.540.